This data is from Catalyst prediction with 721,799 reactions and 888 catalyst types from USPTO. The task is: Predict which catalyst facilitates the given reaction. (1) Reactant: Br[CH2:2][CH2:3][CH2:4][CH2:5][CH2:6][CH2:7][CH2:8][CH2:9][CH2:10][OH:11].[S:12]1[C:16]2[CH:17]=[CH:18][CH:19]=[CH:20][C:15]=2[N:14]=[C:13]1[C:21]([N:23]1[CH2:28][C:27]2([CH2:33][CH2:32][NH:31][CH2:30][CH2:29]2)[O:26][CH2:25][CH2:24]1)=[O:22].C(N(CC)CC)C. The catalyst class is: 10. Product: [S:12]1[C:16]2[CH:17]=[CH:18][CH:19]=[CH:20][C:15]=2[N:14]=[C:13]1[C:21]([N:23]1[CH2:28][C:27]2([CH2:33][CH2:32][N:31]([CH2:2][CH2:3][CH2:4][CH2:5][CH2:6][CH2:7][CH2:8][CH2:9][CH2:10][OH:11])[CH2:30][CH2:29]2)[O:26][CH2:25][CH2:24]1)=[O:22]. (2) Reactant: C[O:2][C:3](=[O:33])[CH2:4][O:5][C:6]1[CH:15]=[CH:14][C:13]([Cl:16])=[C:12]2[C:7]=1[C:8]([CH3:32])=[C:9]([CH2:21][C:22]1[CH:27]=[CH:26][C:25]([S:28]([CH3:31])(=[O:30])=[O:29])=[CH:24][CH:23]=1)[C:10]([O:17][CH:18]([F:20])[F:19])=[N:11]2.CO.[OH-].[Li+].O. Product: [Cl:16][C:13]1[CH:14]=[CH:15][C:6]([O:5][CH2:4][C:3]([OH:33])=[O:2])=[C:7]2[C:12]=1[N:11]=[C:10]([O:17][CH:18]([F:20])[F:19])[C:9]([CH2:21][C:22]1[CH:23]=[CH:24][C:25]([S:28]([CH3:31])(=[O:29])=[O:30])=[CH:26][CH:27]=1)=[C:8]2[CH3:32]. The catalyst class is: 15. (3) The catalyst class is: 9. Reactant: [OH:1][C:2]1[CH:7]=[CH:6][C:5]([C:8]2[CH:13]=[CH:12][C:11]([N:14]3[C:18]([CH3:20])([CH3:19])[C:17](=[O:21])[N:16]([C:22]4[CH:29]=[CH:28][C:25]([C:26]#[N:27])=[C:24]([C:30]([F:33])([F:32])[F:31])[CH:23]=4)[C:15]3=[S:34])=[CH:10][CH:9]=2)=[CH:4][CH:3]=1.C([O-])([O-])=O.[K+].[K+].CC1C=CC(S(O[CH2:52][CH2:53][O:54][CH2:55][CH2:56][O:57][CH2:58][C:59]([O:61][CH2:62][CH3:63])=[O:60])(=O)=O)=CC=1.O. Product: [C:26]([C:25]1[CH:28]=[CH:29][C:22]([N:16]2[C:17](=[O:21])[C:18]([CH3:20])([CH3:19])[N:14]([C:11]3[CH:10]=[CH:9][C:8]([C:5]4[CH:4]=[CH:3][C:2]([O:1][CH2:52][CH2:53][O:54][CH2:55][CH2:56][O:57][CH2:58][C:59]([O:61][CH2:62][CH3:63])=[O:60])=[CH:7][CH:6]=4)=[CH:13][CH:12]=3)[C:15]2=[S:34])=[CH:23][C:24]=1[C:30]([F:32])([F:33])[F:31])#[N:27]. (4) Reactant: [Br:1][C:2]1[C:11]([C@H:12]([O:18][C:19]([CH3:22])([CH3:21])[CH3:20])[C:13]([O:15][CH2:16][CH3:17])=[O:14])=[C:10]([CH3:23])[CH:9]=[C:8]2[C:3]=1[CH:4]=[CH:5][C:6]([CH3:24])=[N:7]2.ClC1C=C(C=CC=1)C(OO)=[O:30]. Product: [Br:1][C:2]1[C:11]([C@H:12]([O:18][C:19]([CH3:20])([CH3:22])[CH3:21])[C:13]([O:15][CH2:16][CH3:17])=[O:14])=[C:10]([CH3:23])[CH:9]=[C:8]2[C:3]=1[CH:4]=[CH:5][C:6]([CH3:24])=[N+:7]2[O-:30]. The catalyst class is: 4. (5) Reactant: I[CH2:2][CH3:3].[H-].[Na+].[CH3:6][C:7]1[CH:15]=[C:14]([N+:16]([O-:18])=[O:17])[CH:13]=[C:12]2[C:8]=1[CH:9]=[N:10][NH:11]2. Product: [CH2:2]([N:11]1[C:12]2[C:8](=[C:7]([CH3:6])[CH:15]=[C:14]([N+:16]([O-:18])=[O:17])[CH:13]=2)[CH:9]=[N:10]1)[CH3:3].[CH2:2]([N:10]1[CH:9]=[C:8]2[C:12]([CH:13]=[C:14]([N+:16]([O-:18])=[O:17])[CH:15]=[C:7]2[CH3:6])=[N:11]1)[CH3:3]. The catalyst class is: 3.